This data is from Full USPTO retrosynthesis dataset with 1.9M reactions from patents (1976-2016). The task is: Predict the reactants needed to synthesize the given product. (1) Given the product [CH3:20][O:19][C:17]1[C:16]([O:21][CH3:22])=[CH:15][C:14]2[C:8]([C:5]3[CH:6]=[CH:7][C:2]([N:34]4[CH2:35][C:31]5([CH2:32][N:29]([CH3:28])[CH2:30]5)[CH2:33]4)=[CH:3][CH:4]=3)=[N:9][N:10]([C:24]([NH:26][CH3:27])=[O:25])[CH:11]([CH3:23])[CH2:12][C:13]=2[CH:18]=1, predict the reactants needed to synthesize it. The reactants are: Br[C:2]1[CH:7]=[CH:6][C:5]([C:8]2[C:14]3[CH:15]=[C:16]([O:21][CH3:22])[C:17]([O:19][CH3:20])=[CH:18][C:13]=3[CH2:12][CH:11]([CH3:23])[N:10]([C:24]([NH:26][CH3:27])=[O:25])[N:9]=2)=[CH:4][CH:3]=1.[CH3:28][N:29]1[CH2:32][C:31]2([CH2:35][NH:34][CH2:33]2)[CH2:30]1.CC(C)([O-])C.[Na+].O=O. (2) The reactants are: [CH:1]1([CH2:4][C:5]2([CH:15]([NH:20]S(C(C)(C)C)=O)[C:16]([F:19])([F:18])[F:17])[CH2:14][CH2:13][C:8]3(OCC[O:9]3)[CH2:7][CH2:6]2)[CH2:3][CH2:2]1.C(=O)(O)[O-].[Na+].[BH4-].[Na+]. Given the product [NH2:20][CH:15]([C:5]1([CH2:4][CH:1]2[CH2:3][CH2:2]2)[CH2:6][CH2:7][CH:8]([OH:9])[CH2:13][CH2:14]1)[C:16]([F:17])([F:18])[F:19], predict the reactants needed to synthesize it.